This data is from Forward reaction prediction with 1.9M reactions from USPTO patents (1976-2016). The task is: Predict the product of the given reaction. Given the reactants [CH3:1][O:2][CH2:3][CH2:4][NH:5][CH2:6][C:7]1[CH:12]=[CH:11][C:10]([C:13]2[S:14][C:15]3[N:16]=[CH:17][N:18]=[C:19]([NH:22][C:23]4[CH:28]=[CH:27][C:26]([O:29][C:30]5[CH:31]=[N:32][C:33]([CH3:36])=[CH:34][CH:35]=5)=[C:25]([CH3:37])[CH:24]=4)[C:20]=3[N:21]=2)=[CH:9][CH:8]=1.[C:38](OC(=O)C)(=[O:40])[CH3:39].C(N(CC)CC)C.C(=O)([O-])O.[Na+], predict the reaction product. The product is: [CH3:1][O:2][CH2:3][CH2:4][N:5]([CH2:6][C:7]1[CH:8]=[CH:9][C:10]([C:13]2[S:14][C:15]3[N:16]=[CH:17][N:18]=[C:19]([NH:22][C:23]4[CH:28]=[CH:27][C:26]([O:29][C:30]5[CH:31]=[N:32][C:33]([CH3:36])=[CH:34][CH:35]=5)=[C:25]([CH3:37])[CH:24]=4)[C:20]=3[N:21]=2)=[CH:11][CH:12]=1)[C:38](=[O:40])[CH3:39].